From a dataset of Reaction yield outcomes from USPTO patents with 853,638 reactions. Predict the reaction yield, written as a fraction of the theoretical maximum amount of product (1.0 means a 100% yield; for example, 0.34 means a 34% yield). (1) The reactants are [Cl:1][C:2]1[CH:7]=[CH:6][C:5]([C:8]2[N:12]3[CH:13]=[C:14]([C:17]4[CH:27]=[CH:26][C:20]([C:21]([O:23]CC)=[O:22])=[CH:19][CH:18]=4)[CH:15]=[CH:16][C:11]3=[N:10][CH:9]=2)=[CH:4][CH:3]=1.[Li+].[OH-].O.CO. The catalyst is C1COCC1. The product is [Cl:1][C:2]1[CH:3]=[CH:4][C:5]([C:8]2[N:12]3[CH:13]=[C:14]([C:17]4[CH:27]=[CH:26][C:20]([C:21]([OH:23])=[O:22])=[CH:19][CH:18]=4)[CH:15]=[CH:16][C:11]3=[N:10][CH:9]=2)=[CH:6][CH:7]=1. The yield is 0.370. (2) The reactants are [O:1]=[C:2]([NH:19][CH2:20][C:21]#[CH:22])[C@@H:3]([NH:11][C:12](=[O:18])[O:13][C:14]([CH3:17])([CH3:16])[CH3:15])[CH2:4][C:5]1[CH:10]=[CH:9][CH:8]=[CH:7][CH:6]=1. The catalyst is CC#N.[Au](Cl)(Cl)Cl. The product is [CH3:22][C:21]1[O:1][C:2]([C@@H:3]([NH:11][C:12](=[O:18])[O:13][C:14]([CH3:17])([CH3:16])[CH3:15])[CH2:4][C:5]2[CH:10]=[CH:9][CH:8]=[CH:7][CH:6]=2)=[N:19][CH:20]=1. The yield is 0.730. (3) The reactants are [F:1][C:2]1[CH:3]=[C:4]([CH:14]=[CH:15][C:16]=1[N+:17]([O-])=O)[O:5][CH2:6][CH2:7][N:8]1[CH2:13][CH2:12][O:11][CH2:10][CH2:9]1.[H][H]. The catalyst is C(OCC)(=O)C.[Pd]. The product is [F:1][C:2]1[CH:3]=[C:4]([O:5][CH2:6][CH2:7][N:8]2[CH2:13][CH2:12][O:11][CH2:10][CH2:9]2)[CH:14]=[CH:15][C:16]=1[NH2:17]. The yield is 0.940. (4) The reactants are [F:1][C:2]1[CH:10]=[CH:9][C:5]([C:6](Cl)=[O:7])=[CH:4][CH:3]=1.[O:11]1[CH:15]=[CH:14][C:13]([C:16]2[C:24]3[C:19](=[N:20][CH:21]=[C:22]([NH2:25])[CH:23]=3)[NH:18][CH:17]=2)=[CH:12]1.CCN(CC)CC. The catalyst is CN(C1C=CN=CC=1)C.CN(C=O)C. The product is [F:1][C:2]1[CH:10]=[CH:9][C:5]([C:6]([NH:25][C:22]2[CH:23]=[C:24]3[C:16]([C:13]4[CH:14]=[CH:15][O:11][CH:12]=4)=[CH:17][NH:18][C:19]3=[N:20][CH:21]=2)=[O:7])=[CH:4][CH:3]=1. The yield is 0.0500. (5) The reactants are C([O-])([O-])=O.[Na+].[Na+].[C:7]1([O:17][CH3:18])[C:8](=[CH:10][CH:11]=[C:12]([CH:16]=1)[CH:13]=[CH:14][CH3:15])[OH:9].[C:19](OC=C)(=O)[CH3:20].CCCCCC. The catalyst is C1(C)C=CC=CC=1. The product is [CH:19]([O:9][C:8]1[C:7]([O:17][CH3:18])=[CH:16][C:12]([CH:13]=[CH:14][CH3:15])=[CH:11][CH:10]=1)=[CH2:20]. The yield is 0.370. (6) The reactants are C([Si](C)(C)[N:6]1[C:10]2=[N:11][CH:12]=[C:13]([S:15][CH2:16][CH2:17][CH2:18][CH3:19])[CH:14]=[C:9]2[CH:8]=[CH:7]1)(C)(C)C.Cl.C([O-])(O)=O.[Na+]. The catalyst is CO. The product is [CH2:16]([S:15][C:13]1[CH:14]=[C:9]2[CH:8]=[CH:7][NH:6][C:10]2=[N:11][CH:12]=1)[CH2:17][CH2:18][CH3:19]. The yield is 0.370. (7) The catalyst is CO. The yield is 0.360. The product is [Br:14][C:4]1[CH:3]=[C:2]([Cl:1])[N:7]=[N:6][C:5]=1[NH2:8]. The reactants are [Cl:1][C:2]1[N:7]=[N:6][C:5]([NH2:8])=[CH:4][CH:3]=1.C([O-])(O)=O.[Na+].[Br:14]Br. (8) The reactants are [C:1]([C:5]1[CH:10]=[CH:9][C:8]([N+:11]([O-])=O)=[CH:7][C:6]=1[OH:14])([CH3:4])([CH3:3])[CH3:2].C([O-])=O.[NH4+]. The catalyst is CCO.[Pd]. The product is [C:1]([C:5]1[CH:10]=[CH:9][C:8]([NH2:11])=[CH:7][C:6]=1[OH:14])([CH3:4])([CH3:2])[CH3:3]. The yield is 0.870. (9) The reactants are [NH:1]1[C:9]2[C:4](=[CH:5][C:6]([NH:10][C:11]3[C:12]4[CH:19]=[C:18]([C:20](O)=[O:21])[NH:17][C:13]=4[N:14]=[CH:15][N:16]=3)=[CH:7][CH:8]=2)[CH:3]=[N:2]1.[NH2:23][CH2:24][CH2:25][OH:26].C(P1(=O)OP(=O)(CCC)OP(=O)(CCC)O1)CC.C(N(C(C)C)C(C)C)C.[OH-].[Na+]. The catalyst is O.CN(C)C=O. The product is [OH:26][CH2:25][CH2:24][NH:23][C:20]([C:18]1[NH:17][C:13]2[N:14]=[CH:15][N:16]=[C:11]([NH:10][C:6]3[CH:5]=[C:4]4[C:9](=[CH:8][CH:7]=3)[NH:1][N:2]=[CH:3]4)[C:12]=2[CH:19]=1)=[O:21]. The yield is 0.0800.